Dataset: Cav3 T-type calcium channel HTS with 100,875 compounds. Task: Binary Classification. Given a drug SMILES string, predict its activity (active/inactive) in a high-throughput screening assay against a specified biological target. (1) The molecule is s1c(CN2C3CC(NC(=S)Nc4ccc(cc4)CC)CC2CCC3)ccc1. The result is 1 (active). (2) The compound is O(c1cc(C2n3[nH]nnc3=NC(=C2C(=O)c2ccc(cc2)C)C(OC)=O)ccc1O)CC. The result is 0 (inactive). (3) The compound is O=NN(C(CN(N=O)C(Cc1ccccc1)CN(N=O)C)Cc1ccccc1)CCC(C)(C)C. The result is 0 (inactive). (4) The compound is s1c2ncnc(N3CCOCC3)c2c(C2Oc3c(OC2)cccc3)c1. The result is 0 (inactive). (5) The compound is S1CCN=C1NC(=O)COc1ccccc1. The result is 0 (inactive).